Task: Regression. Given a peptide amino acid sequence and an MHC pseudo amino acid sequence, predict their binding affinity value. This is MHC class I binding data.. Dataset: Peptide-MHC class I binding affinity with 185,985 pairs from IEDB/IMGT (1) The peptide sequence is LAFGRTGYV. The MHC is HLA-C15:02 with pseudo-sequence HLA-C15:02. The binding affinity (normalized) is 0.225. (2) The peptide sequence is ALIVAIWDK. The MHC is HLA-B44:02 with pseudo-sequence HLA-B44:02. The binding affinity (normalized) is 0.0847. (3) The peptide sequence is EIQNVTGFM. The MHC is HLA-A02:01 with pseudo-sequence HLA-A02:01. The binding affinity (normalized) is 0.0168. (4) The peptide sequence is ILLWYAQI. The MHC is H-2-Db with pseudo-sequence H-2-Db. The binding affinity (normalized) is 0. (5) The peptide sequence is KLHCTERSL. The MHC is HLA-B46:01 with pseudo-sequence HLA-B46:01. The binding affinity (normalized) is 0.0847. (6) The peptide sequence is YQNEVTPEY. The MHC is HLA-B39:01 with pseudo-sequence HLA-B39:01. The binding affinity (normalized) is 0.0847. (7) The peptide sequence is WMACHSAAF. The MHC is HLA-B07:02 with pseudo-sequence HLA-B07:02. The binding affinity (normalized) is 0.151.